From a dataset of NCI-60 drug combinations with 297,098 pairs across 59 cell lines. Regression. Given two drug SMILES strings and cell line genomic features, predict the synergy score measuring deviation from expected non-interaction effect. (1) Drug 1: C1CCC(CC1)NC(=O)N(CCCl)N=O. Drug 2: CCC1(CC2CC(C3=C(CCN(C2)C1)C4=CC=CC=C4N3)(C5=C(C=C6C(=C5)C78CCN9C7C(C=CC9)(C(C(C8N6C=O)(C(=O)OC)O)OC(=O)C)CC)OC)C(=O)OC)O.OS(=O)(=O)O. Synergy scores: CSS=25.0, Synergy_ZIP=7.74, Synergy_Bliss=8.04, Synergy_Loewe=4.60, Synergy_HSA=5.32. Cell line: HCT-15. (2) Drug 1: CC1C(C(CC(O1)OC2CC(CC3=C2C(=C4C(=C3O)C(=O)C5=C(C4=O)C(=CC=C5)OC)O)(C(=O)C)O)N)O.Cl. Drug 2: C1=NNC2=C1C(=O)NC=N2. Cell line: RPMI-8226. Synergy scores: CSS=11.5, Synergy_ZIP=3.63, Synergy_Bliss=7.41, Synergy_Loewe=-41.0, Synergy_HSA=1.46. (3) Drug 1: C(CC(=O)O)C(=O)CN.Cl. Drug 2: C1CCC(C(C1)N)N.C(=O)(C(=O)[O-])[O-].[Pt+4]. Cell line: HCT-15. Synergy scores: CSS=32.3, Synergy_ZIP=-6.22, Synergy_Bliss=-9.48, Synergy_Loewe=-39.7, Synergy_HSA=-10.3. (4) Drug 1: CCC1=CC2CC(C3=C(CN(C2)C1)C4=CC=CC=C4N3)(C5=C(C=C6C(=C5)C78CCN9C7C(C=CC9)(C(C(C8N6C)(C(=O)OC)O)OC(=O)C)CC)OC)C(=O)OC.C(C(C(=O)O)O)(C(=O)O)O. Drug 2: C1=NC(=NC(=O)N1C2C(C(C(O2)CO)O)O)N. Cell line: SW-620. Synergy scores: CSS=55.6, Synergy_ZIP=-3.26, Synergy_Bliss=-1.01, Synergy_Loewe=-6.69, Synergy_HSA=0.373.